Dataset: Full USPTO retrosynthesis dataset with 1.9M reactions from patents (1976-2016). Task: Predict the reactants needed to synthesize the given product. (1) Given the product [C:12]([O:11][C:9]([N:16]([C:9]([O:11][C:12]([CH3:13])([CH3:14])[CH3:15])=[O:10])[C:17]1[C:26]([N+:27]([O-:29])=[O:28])=[CH:25][CH:24]=[CH:23][C:18]=1[C:19]([O:21][CH3:22])=[O:20])=[O:10])([CH3:15])([CH3:14])[CH3:13], predict the reactants needed to synthesize it. The reactants are: [CH3:13][C:12]([O:11][C:9](O[C:9]([O:11][C:12]([CH3:15])([CH3:14])[CH3:13])=[O:10])=[O:10])([CH3:15])[CH3:14].[NH2:16][C:17]1[C:26]([N+:27]([O-:29])=[O:28])=[CH:25][CH:24]=[CH:23][C:18]=1[C:19]([O:21][CH3:22])=[O:20]. (2) Given the product [Br:1][C:2]1[C:6]2=[N:7][CH:8]=[CH:9][CH:10]=[C:5]2[S:4][C:3]=1[C:34]1[N:29]2[N:30]=[C:31]([CH3:33])[CH:32]=[C:27]([CH:24]([CH2:22][CH3:23])[CH2:25][CH3:26])[C:28]2=[N:36][C:35]=1[CH3:37], predict the reactants needed to synthesize it. The reactants are: [Br:1][C:2]1[C:6]2=[N:7][CH:8]=[CH:9][CH:10]=[C:5]2[S:4][CH:3]=1.[Li]CCCC.CCCCCC.[CH2:22]([CH:24]([C:27]1[C:28]2[N:29]([C:34](I)=[C:35]([CH3:37])[N:36]=2)[N:30]=[C:31]([CH3:33])[CH:32]=1)[CH2:25][CH3:26])[CH3:23]. (3) The reactants are: [CH3:1][C:2]1[CH:7]=[C:6]([N:8]2[CH2:12][CH2:11][CH:10]([N:13]3[CH2:17][CH2:16][CH2:15][CH:14]3[CH3:18])[CH2:9]2)[CH:5]=[CH:4][C:3]=1[NH2:19].[N:20]1[C:29]2[C:24](=[CH:25][CH:26]=[CH:27][CH:28]=2)[CH:23]=[C:22]([C:30](O)=[O:31])[CH:21]=1. Given the product [CH3:1][C:2]1[CH:7]=[C:6]([N:8]2[CH2:12][CH2:11][CH:10]([N:13]3[CH2:17][CH2:16][CH2:15][CH:14]3[CH3:18])[CH2:9]2)[CH:5]=[CH:4][C:3]=1[NH:19][C:30]([C:22]1[CH:21]=[N:20][C:29]2[C:24]([CH:23]=1)=[CH:25][CH:26]=[CH:27][CH:28]=2)=[O:31], predict the reactants needed to synthesize it. (4) Given the product [CH3:1][CH2:2][CH:3]([CH2:5][CH:6]([CH2:8][CH2:9][CH2:10][CH2:11][CH2:12][CH2:13][CH2:14][CH2:15][C:16]([NH:18][C@@H:19]1[C:50](=[O:51])[NH:49][C@@H:48]([C@H:52]([OH:54])[CH3:53])[C:46](=[O:47])[N:45]2[C@@H:41]([CH2:42][C@@H:43]([OH:55])[CH2:44]2)[C:39](=[O:40])[NH:38][C@@H:37]([C@H:56]([OH:66])[C@@H:57]([OH:65])[C:58]2[CH:59]=[CH:60][C:61]([OH:64])=[CH:62][CH:63]=2)[C:35](=[O:36])[NH:34][C@@H:33]([C@H:67]([OH:71])[CH2:68][CH2:69][NH2:70])[C:31](=[O:32])[N:30]2[C@@H:26]([C@@H:27]([OH:72])[CH2:28][CH2:29]2)[C:24](=[O:25])[NH:23][C@H:22]([NH:73][CH2:74][CH2:75][NH2:76])[C@H:21]([OH:77])[CH2:20]1)=[O:17])[CH3:7])[CH3:4].[CH3:82][C:81]([OH:84])=[O:83].[CH3:88][C:97]([OH:99])=[O:98], predict the reactants needed to synthesize it. The reactants are: [CH3:1][CH2:2][CH:3]([CH2:5][CH:6]([CH2:8][CH2:9][CH2:10][CH2:11][CH2:12][CH2:13][CH2:14][CH2:15][C:16]([NH:18][C@@H:19]1[C:50](=[O:51])[NH:49][C@@H:48]([C@H:52]([OH:54])[CH3:53])[C:46](=[O:47])[N:45]2[C@@H:41]([CH2:42][C@@H:43]([OH:55])[CH2:44]2)[C:39](=[O:40])[NH:38][C@@H:37]([C@H:56]([OH:66])[C@@H:57]([OH:65])[C:58]2[CH:59]=[CH:60][C:61]([OH:64])=[CH:62][CH:63]=2)[C:35](=[O:36])[NH:34][C@@H:33]([C@H:67]([OH:71])[CH2:68][CH2:69][NH2:70])[C:31](=[O:32])[N:30]2[C@@H:26]([C@@H:27]([OH:72])[CH2:28][CH2:29]2)[C:24](=[O:25])[NH:23][C@H:22]([NH:73][CH2:74][CH2:75][NH2:76])[C@H:21]([OH:77])[CH2:20]1)=[O:17])[CH3:7])[CH3:4].C(O)C.[C:81]([O:84]CC)(=[O:83])[CH3:82].N[C@H:88]([C:97]([OH:99])=[O:98])CC1C=CC(O)=CC=1. (5) Given the product [CH2:14]([N:16]([CH2:22][CH3:23])[C:17](=[O:21])/[C:18](/[C:19]#[N:20])=[CH:5]/[C:4]1[CH:7]=[C:8]([N+:11]([O-:13])=[O:12])[C:9]([OH:10])=[C:2]([OH:1])[CH:3]=1)[CH3:15], predict the reactants needed to synthesize it. The reactants are: [OH:1][C:2]1[CH:3]=[C:4]([CH:7]=[C:8]([N+:11]([O-:13])=[O:12])[C:9]=1[OH:10])[CH:5]=O.[CH2:14]([N:16]([CH2:22][CH3:23])[C:17](=[O:21])[CH2:18][C:19]#[N:20])[CH3:15].N1CCCCC1.C(O)(C)C.